From a dataset of Full USPTO retrosynthesis dataset with 1.9M reactions from patents (1976-2016). Predict the reactants needed to synthesize the given product. (1) Given the product [CH:1]1([CH2:4][N:5]2[CH2:30][CH2:29][C@:12]34[C:13]5[C:14]6[O:28][C@H:11]3[C:10]([O:31][CH3:32])([O:33][CH3:34])[CH2:9][CH2:8][C@@:7]4([O:35][CH2:42][CH3:43])[C@H:6]2[CH2:19][C:18]=5[CH:17]=[CH:16][C:15]=6[O:20][CH2:21][C:22]2[CH:23]=[CH:24][CH:25]=[CH:26][CH:27]=2)[CH2:3][CH2:2]1, predict the reactants needed to synthesize it. The reactants are: [CH:1]1([CH2:4][N:5]2[CH2:30][CH2:29][C@:12]34[C:13]5[C:14]6[O:28][C@H:11]3[C:10]([O:33][CH3:34])([O:31][CH3:32])[CH2:9][CH2:8][C@@:7]4([OH:35])[C@H:6]2[CH2:19][C:18]=5[CH:17]=[CH:16][C:15]=6[O:20][CH2:21][C:22]2[CH:27]=[CH:26][CH:25]=[CH:24][CH:23]=2)[CH2:3][CH2:2]1.[H-].[Na+].S(OCC)(O[CH2:42][CH3:43])(=O)=O. (2) Given the product [CH2:8]([C:3]([OH:4])([C:5]([O-:7])=[O:6])[CH2:2][C:1]([O-:13])=[O:12])[C:9]([O-:11])=[O:10].[OH2:17].[OH2:4].[Na+:27].[Na+:27].[Na+:27].[Au:30], predict the reactants needed to synthesize it. The reactants are: [C:1]([O-:13])(=[O:12])[CH2:2][C:3]([CH2:8][C:9]([O-:11])=[O:10])([C:5]([O-:7])=[O:6])[OH:4].C([O-])(=O)CC(CC([O-])=O)(C([O-])=O)[OH:17].[Na+:27].[Na+].[Na+].[Au:30]. (3) The reactants are: [C:1](#[N:10])[CH:2]=[CH:3][C:4]1[CH:9]=[CH:8][CH:7]=[CH:6][CH:5]=1.C1CCN2C(=NCCC2)CC1.[SH:22][CH2:23][CH2:24][C:25]([O:27][CH3:28])=[O:26]. Given the product [C:1]([CH2:2][CH:3]([S:22][CH2:23][CH2:24][C:25]([O:27][CH3:28])=[O:26])[C:4]1[CH:9]=[CH:8][CH:7]=[CH:6][CH:5]=1)#[N:10], predict the reactants needed to synthesize it. (4) The reactants are: C(OC(=O)[NH:7][CH:8]([C:28](=[O:32])[N:29]([CH3:31])[CH3:30])[CH2:9][C:10]1[CH:15]=[CH:14][C:13]([C:16]2[CH:21]=[CH:20][C:19]([CH2:22][CH2:23][C:24](=[O:27])[NH:25][OH:26])=[CH:18][CH:17]=2)=[CH:12][CH:11]=1)(C)(C)C.C(Cl)[Cl:35]. Given the product [ClH:35].[NH2:7][CH:8]([CH2:9][C:10]1[CH:15]=[CH:14][C:13]([C:16]2[CH:17]=[CH:18][C:19]([CH2:22][CH2:23][C:24](=[O:27])[NH:25][OH:26])=[CH:20][CH:21]=2)=[CH:12][CH:11]=1)[C:28]([N:29]([CH3:31])[CH3:30])=[O:32], predict the reactants needed to synthesize it. (5) The reactants are: [Br:1][C:2]1[N:6]2[CH:7]=[C:8](I)[CH:9]=[C:10]([C:11]([F:14])([F:13])[F:12])[C:5]2=[N:4][C:3]=1[C:16]([N:18]1[CH2:23][CH2:22][CH:21]([N:24]2[CH2:28][CH2:27][O:26][C:25]2=[O:29])[CH2:20][CH2:19]1)=[O:17].[CH:30]1(B(O)O)[CH2:32][CH2:31]1.P([O-])([O-])([O-])=O.[K+].[K+].[K+]. Given the product [Br:1][C:2]1[N:6]2[CH:7]=[C:8]([CH:30]3[CH2:32][CH2:31]3)[CH:9]=[C:10]([C:11]([F:14])([F:13])[F:12])[C:5]2=[N:4][C:3]=1[C:16]([N:18]1[CH2:23][CH2:22][CH:21]([N:24]2[CH2:28][CH2:27][O:26][C:25]2=[O:29])[CH2:20][CH2:19]1)=[O:17], predict the reactants needed to synthesize it. (6) Given the product [NH:1]1[CH:5]=[CH:4][N:3]=[C:2]1[CH2:6][C:8]1[CH:9]=[C:10]([C:14]2[CH:19]=[CH:18][CH:17]=[CH:16][N:15]=2)[CH:11]=[CH:12][CH:13]=1, predict the reactants needed to synthesize it. The reactants are: [NH:1]1[CH:5]=[CH:4][N:3]=[C:2]1[CH:6]([C:8]1[CH:13]=[CH:12][CH:11]=[C:10]([C:14]2[CH:19]=[CH:18][CH:17]=[CH:16][N:15]=2)[CH:9]=1)O.C([SiH](CC)CC)C.FC(F)(F)C(O)=O.